This data is from Blood-brain barrier penetration binary classification data from Martins et al.. The task is: Regression/Classification. Given a drug SMILES string, predict its absorption, distribution, metabolism, or excretion properties. Task type varies by dataset: regression for continuous measurements (e.g., permeability, clearance, half-life) or binary classification for categorical outcomes (e.g., BBB penetration, CYP inhibition). Dataset: bbb_martins. (1) The molecule is N=C1SCCN1c1ccc(Cl)cc1N. The result is 1 (penetrates BBB). (2) The drug is CN(C)CCC=C1c2ccccc2C=Cc2ccccc21. The result is 1 (penetrates BBB). (3) The compound is COc1ccc2c(c1OC)C(=O)O[C@@H]2[C@H]1c2c(cc3c(c2OC)OCO3)CCN1C. The result is 1 (penetrates BBB). (4) The molecule is CCC1(C)CC(=O)NC(=O)C1. The result is 1 (penetrates BBB). (5) The drug is C=CCN1CCCC1CNC(=O)c1cc(S(N)(=O)=O)cc(OC)c1OC. The result is 1 (penetrates BBB). (6) The molecule is CC(C)C1NC(=O)[C@@H](C(C)C)OC(=O)[C@H](C(C)C)NC(=O)[C@H](C)OC(=O)[C@@H](C(C)C)NC(=O)[C@@H](C(C)C)OC(=O)[C@H](C(C)C)NC(=O)[C@H](C)OC(=O)[C@@H](C(C)C)NC(=O)[C@@H](C(C)C)OC(=O)[C@H](C(C)C)NC(=O)[C@H](C)OC1=O. The result is 0 (does not penetrate BBB). (7) The compound is CN1C[C@@H](CC#N)CC2c3cccc4[nH]cc(c34)C[C@H]21. The result is 1 (penetrates BBB).